Dataset: Forward reaction prediction with 1.9M reactions from USPTO patents (1976-2016). Task: Predict the product of the given reaction. (1) Given the reactants [CH3:1][C:2]([O:5][C:6]([N:8](CC1C=CC(C(OC)=O)=CC=1)[NH:9][C:10]([O:12][C:13]([CH3:16])([CH3:15])[CH3:14])=[O:11])=[O:7])([CH3:4])[CH3:3].Br[CH2:29][C:30]1[CH:31]=[C:32]([CH:37]=[CH:38][CH:39]=1)[C:33]([O:35][CH3:36])=[O:34], predict the reaction product. The product is: [CH3:4][C:2]([O:5][C:6]([N:8]([CH2:29][C:30]1[CH:31]=[C:32]([CH:37]=[CH:38][CH:39]=1)[C:33]([O:35][CH3:36])=[O:34])[NH:9][C:10]([O:12][C:13]([CH3:16])([CH3:15])[CH3:14])=[O:11])=[O:7])([CH3:1])[CH3:3]. (2) Given the reactants Br[C:2]1[CH:7]=[CH:6][C:5]([C:8]2[O:12][N:11]=[C:10]([CH3:13])[C:9]=2[CH:14]([OH:24])[CH2:15][CH2:16][CH2:17][C:18]2[CH:23]=[CH:22][CH:21]=[CH:20][CH:19]=2)=[CH:4][CH:3]=1.[CH2:25]([O:27][C:28](=[O:45])[CH2:29][C:30]1[CH:35]=[CH:34][C:33](B2OC(C)(C)C(C)(C)O2)=[CH:32][CH:31]=1)[CH3:26], predict the reaction product. The product is: [CH2:25]([O:27][C:28](=[O:45])[CH2:29][C:30]1[CH:35]=[CH:34][C:33]([C:2]2[CH:7]=[CH:6][C:5]([C:8]3[O:12][N:11]=[C:10]([CH3:13])[C:9]=3[CH:14]([OH:24])[CH2:15][CH2:16][CH2:17][C:18]3[CH:23]=[CH:22][CH:21]=[CH:20][CH:19]=3)=[CH:4][CH:3]=2)=[CH:32][CH:31]=1)[CH3:26]. (3) Given the reactants [CH:1]([C:3]1[C:12]2[C:7](=[CH:8][CH:9]=[CH:10][CH:11]=2)[C:6]([O:13][C:14]2[CH:21]=[CH:20][C:17]([C:18]#[N:19])=[CH:16][CH:15]=2)=[CH:5][CH:4]=1)=O.[CH3:22][CH:23]([CH3:27])[CH2:24][CH2:25][NH2:26], predict the reaction product. The product is: [CH3:22][CH:23]([CH3:27])[CH2:24][CH2:25][NH:26][CH2:1][C:3]1[C:12]2[C:7](=[CH:8][CH:9]=[CH:10][CH:11]=2)[C:6]([O:13][C:14]2[CH:21]=[CH:20][C:17]([C:18]#[N:19])=[CH:16][CH:15]=2)=[CH:5][CH:4]=1. (4) Given the reactants [CH2:1]([N:3]([CH2:11][C:12]1[CH:21]=[CH:20][C:15]([C:16]([O:18]C)=O)=[CH:14][CH:13]=1)[C:4]([O:6][C:7]([CH3:10])([CH3:9])[CH3:8])=[O:5])[CH3:2].Cl.Cl.[Cl:24][C:25]1[N:30]=[C:29]2[N:31]([CH2:34][C:35]3[N:36]=[C:37]([CH2:40][CH2:41][CH3:42])[S:38][CH:39]=3)[N:32]=[CH:33][C:28]2=[C:27]([N:43]2[CH2:48][CH2:47][NH:46][CH2:45][CH2:44]2)[N:26]=1, predict the reaction product. The product is: [Cl:24][C:25]1[N:30]=[C:29]2[N:31]([CH2:34][C:35]3[N:36]=[C:37]([CH2:40][CH2:41][CH3:42])[S:38][CH:39]=3)[N:32]=[CH:33][C:28]2=[C:27]([N:43]2[CH2:48][CH2:47][N:46]([C:16](=[O:18])[C:15]3[CH:14]=[CH:13][C:12]([CH2:11][N:3]([CH2:1][CH3:2])[C:4]([O:6][C:7]([CH3:8])([CH3:9])[CH3:10])=[O:5])=[CH:21][CH:20]=3)[CH2:45][CH2:44]2)[N:26]=1. (5) Given the reactants Cl[C:2]1[C:11]2[C:6](=[CH:7][CH:8]=[C:9]([CH3:12])[CH:10]=2)[N:5]=[C:4]([N:13]2[CH2:19][C:18]3[CH:20]=[CH:21][CH:22]=[CH:23][C:17]=3[S:16](=[O:25])(=[O:24])[CH2:15][CH2:14]2)[CH:3]=1.[NH2:26][CH2:27][C:28]1([N:32](CC2C=CC=CC=2)CC2C=CC=CC=2)[CH2:31][O:30][CH2:29]1, predict the reaction product. The product is: [NH2:32][C:28]1([CH2:27][NH:26][C:2]2[C:11]3[C:6](=[CH:7][CH:8]=[C:9]([CH3:12])[CH:10]=3)[N:5]=[C:4]([N:13]3[CH2:19][C:18]4[CH:20]=[CH:21][CH:22]=[CH:23][C:17]=4[S:16](=[O:25])(=[O:24])[CH2:15][CH2:14]3)[CH:3]=2)[CH2:31][O:30][CH2:29]1. (6) Given the reactants [CH3:1][N:2]1[C:6]([C:7](=[O:24])[NH:8][C:9]2[CH:14]=[CH:13][N:12]3[N:15]=[C:16]([C:18]4[CH:19]=[N:20][CH:21]=[CH:22][CH:23]=4)[N:17]=[C:11]3[CH:10]=2)=[C:5]([C:25]([OH:27])=O)[CH:4]=[N:3]1.Cl.[C@H:29]12[CH2:35][C@H:32]([NH:33][CH2:34]1)[CH2:31][O:30]2.CCCP(=O)=O.C(N(CC)C(C)C)(C)C, predict the reaction product. The product is: [N:20]1[CH:21]=[CH:22][CH:23]=[C:18]([C:16]2[N:17]=[C:11]3[CH:10]=[C:9]([NH:8][C:7]([C:6]4[N:2]([CH3:1])[N:3]=[CH:4][C:5]=4[C:25]([N:33]4[CH2:34][C@H:29]5[CH2:35][C@@H:32]4[CH2:31][O:30]5)=[O:27])=[O:24])[CH:14]=[CH:13][N:12]3[N:15]=2)[CH:19]=1. (7) The product is: [CH2:1]([NH:8][C:32]([C:28]1[N:29]([CH3:31])[CH:30]=[C:26]([NH:25][C:23]([C:18]2[C:17]([C:14]3[CH:13]=[CH:12][C:11]([C:10]([F:36])([F:9])[F:35])=[CH:16][CH:15]=3)=[CH:22][CH:21]=[CH:20][CH:19]=2)=[O:24])[CH:27]=1)=[O:33])[C:2]1[CH:7]=[CH:6][CH:5]=[CH:4][CH:3]=1. Given the reactants [CH2:1]([NH2:8])[C:2]1[CH:7]=[CH:6][CH:5]=[CH:4][CH:3]=1.[F:9][C:10]([F:36])([F:35])[C:11]1[CH:16]=[CH:15][C:14]([C:17]2[C:18]([C:23]([NH:25][C:26]3[CH:27]=[C:28]([C:32](O)=[O:33])[N:29]([CH3:31])[CH:30]=3)=[O:24])=[CH:19][CH:20]=[CH:21][CH:22]=2)=[CH:13][CH:12]=1.CN(C(ON1N=NC2C=CC=CC1=2)=[N+](C)C)C.[B-](F)(F)(F)F.C(N(C(C)C)C(C)C)C, predict the reaction product.